This data is from Full USPTO retrosynthesis dataset with 1.9M reactions from patents (1976-2016). The task is: Predict the reactants needed to synthesize the given product. (1) Given the product [Na:19].[CH:10]1[C:9]2[C:14](=[C:15]([OH:17])[C:16]3[C:7]([C:8]=2[OH:18])=[CH:6][CH:5]=[CH:4][CH:3]=3)[CH:13]=[CH:12][CH:11]=1, predict the reactants needed to synthesize it. The reactants are: [OH-].[Na+].[CH:3]1[C:16]2[C:15](=[O:17])[C:14]3[C:9](=[CH:10][CH:11]=[CH:12][CH:13]=3)[C:8](=[O:18])[C:7]=2[CH:6]=[CH:5][CH:4]=1.[Na:19].OC1C2C(C(O)=C3C=1CC=CC3)=CC=CC=2.C1(=O)C2C(=CC3C(C=2)=CC=CC=3)C=CC1=O. (2) Given the product [CH3:44][O:45][C:46]1[CH:47]=[C:48]([CH2:52][C:53]([N:1]2[C:9]3[C:4](=[CH:5][C:6]([C:10]4[C:14]5[C:15]([NH2:19])=[N:16][CH:17]=[CH:18][C:13]=5[S:12][CH:11]=4)=[CH:7][CH:8]=3)[CH2:3][CH2:2]2)=[O:54])[CH:49]=[CH:50][CH:51]=1, predict the reactants needed to synthesize it. The reactants are: [NH:1]1[C:9]2[C:4](=[CH:5][C:6]([C:10]3[C:14]4[C:15]([NH2:19])=[N:16][CH:17]=[CH:18][C:13]=4[S:12][CH:11]=3)=[CH:7][CH:8]=2)[CH2:3][CH2:2]1.CN(C(ON1N=NC2C=CC=NC1=2)=[N+](C)C)C.F[P-](F)(F)(F)(F)F.[CH3:44][O:45][C:46]1[CH:47]=[C:48]([CH2:52][C:53](O)=[O:54])[CH:49]=[CH:50][CH:51]=1.CCN(C(C)C)C(C)C. (3) Given the product [Cl:1][C:2]1[C:3]([O:11][CH3:12])=[C:4]([CH:7]=[C:8]([Cl:10])[CH:9]=1)[CH2:5][OH:6], predict the reactants needed to synthesize it. The reactants are: [Cl:1][C:2]1[C:3]([O:11][CH3:12])=[C:4]([CH:7]=[C:8]([Cl:10])[CH:9]=1)[CH:5]=[O:6].O1CCCC1.C(O)C.[BH4-].[Na+]. (4) Given the product [C:16]1([C:3]2[C:2]([N:27]3[CH2:26][CH2:25][N:24]([C:30]4[CH:39]=[CH:38][C:33]5[C:32](=[CH:37][CH:36]=[CH:35][CH:34]=5)[N:31]=4)[CH2:29][CH2:28]3)=[N:11][C:10]3[C:5](=[CH:6][CH:7]=[C:8]([C:12]([O:14][CH3:15])=[O:13])[CH:9]=3)[N:4]=2)[CH:21]=[CH:20][CH:19]=[CH:18][CH:17]=1, predict the reactants needed to synthesize it. The reactants are: Br[C:2]1[C:3]([C:16]2[CH:21]=[CH:20][CH:19]=[CH:18][CH:17]=2)=[N:4][C:5]2[C:10]([N:11]=1)=[CH:9][C:8]([C:12]([O:14][CH3:15])=[O:13])=[CH:7][CH:6]=2.Cl.Cl.[N:24]1([C:30]2[N:31]=[CH:32][C:33]3[C:38]([CH:39]=2)=[CH:37][CH:36]=[CH:35][CH:34]=3)[CH2:29][CH2:28][NH:27][CH2:26][CH2:25]1.CCN(C(C)C)C(C)C.